This data is from Full USPTO retrosynthesis dataset with 1.9M reactions from patents (1976-2016). The task is: Predict the reactants needed to synthesize the given product. Given the product [CH3:39][NH:40][C:41]([C:29]1[CH:25]=[C:26]([O:36][C:33]2[CH:3]=[CH:4][C:5]([N+:9]([O-:11])=[O:10])=[C:6]([NH:8][CH3:12])[CH:7]=2)[CH:27]=[CH:32][N:31]=1)=[O:42], predict the reactants needed to synthesize it. The reactants are: FC1[CH:3]=[CH:4][C:5]([N+:9]([O-:11])=[O:10])=[C:6]([NH2:8])[CH:7]=1.[CH3:12][Si]([N-][Si](C)(C)C)(C)C.[K+].OC1C=[C:25]([C:29]([NH:31][CH3:32])=O)[CH:26]=[CH:27]C=1.[C:33](=[O:36])([O-])[O-].[K+].[K+].[CH3:39][N:40](C)[CH:41]=[O:42].